From a dataset of Full USPTO retrosynthesis dataset with 1.9M reactions from patents (1976-2016). Predict the reactants needed to synthesize the given product. Given the product [NH:22]1[C:30]2=[N:29][CH:28]=[CH:27][CH:26]=[C:25]2[C:24]([CH:31]=[C:6]2[O:5][C:4]([NH:7][C:8]([C:11]3[CH:16]=[CH:15][CH:14]=[CH:13][CH:12]=3)([CH3:10])[CH3:9])=[C:3]([C:17]([O:19][CH2:20][CH3:21])=[O:18])[C:2]2=[O:1])=[CH:23]1, predict the reactants needed to synthesize it. The reactants are: [O:1]=[C:2]1[CH2:6][O:5][C:4]([NH:7][C:8]([C:11]2[CH:16]=[CH:15][CH:14]=[CH:13][CH:12]=2)([CH3:10])[CH3:9])=[C:3]1[C:17]([O:19][CH2:20][CH3:21])=[O:18].[NH:22]1[C:30]2[C:25](=[CH:26][CH:27]=[CH:28][N:29]=2)[C:24]([CH:31]=O)=[CH:23]1.N1CCC[C@H]1C(O)=O.